From a dataset of Forward reaction prediction with 1.9M reactions from USPTO patents (1976-2016). Predict the product of the given reaction. Given the reactants [CH2:1]([O:3][C:4](=[O:20])[CH2:5][S:6](=[O:19])(=[O:18])[NH:7][C:8]1[CH:13]=[CH:12][CH:11]=[C:10]([NH:14][C:15](=[O:17])[CH3:16])[CH:9]=1)[CH3:2].[OH:21][C:22]1[CH:29]=C(O)C=C[C:23]=1[CH:24]=O.N1CCC[CH2:33][CH2:32]1, predict the reaction product. The product is: [CH3:32][C:33]1[C:2]2[CH:24]=[CH:23][C:22]([OH:21])=[CH:29][C:1]=2[O:3][C:4](=[O:20])[C:5]=1[S:6]([NH:7][C:8]1[CH:13]=[CH:12][CH:11]=[C:10]([NH:14][C:15](=[O:17])[CH3:16])[CH:9]=1)(=[O:19])=[O:18].